From a dataset of Full USPTO retrosynthesis dataset with 1.9M reactions from patents (1976-2016). Predict the reactants needed to synthesize the given product. Given the product [OH:33][NH:32][C:28]([C:26]1[CH:25]=[CH:24][C:17]2[N:18]([CH2:19][CH2:20][CH:21]([CH3:22])[CH3:23])[C:14]([CH2:13][N:6]3[C:7]4[CH:12]=[CH:11][CH:10]=[CH:9][C:8]=4[N:4]([C:1]([CH3:3])=[CH2:2])[C:5]3=[O:30])=[N:15][C:16]=2[CH:27]=1)=[NH:29], predict the reactants needed to synthesize it. The reactants are: [C:1]([N:4]1[C:8]2[CH:9]=[CH:10][CH:11]=[CH:12][C:7]=2[N:6]([CH2:13][C:14]2[N:18]([CH2:19][CH2:20][CH:21]([CH3:23])[CH3:22])[C:17]3[CH:24]=[CH:25][C:26]([C:28]#[N:29])=[CH:27][C:16]=3[N:15]=2)[C:5]1=[O:30])([CH3:3])=[CH2:2].Cl.[NH2:32][OH:33].C([O-])([O-])=O.[K+].[K+].